This data is from Reaction yield outcomes from USPTO patents with 853,638 reactions. The task is: Predict the reaction yield, written as a fraction of the theoretical maximum amount of product (1.0 means a 100% yield; for example, 0.34 means a 34% yield). The reactants are [N:1]1[CH:6]=[CH:5][C:4]([O:7][C:8]2[CH:13]=[CH:12][C:11]([S:14]([OH:17])(=O)=[O:15])=[CH:10][CH:9]=2)=[CH:3][CH:2]=1.CN(C=O)C.S(Cl)([Cl:25])=O. The catalyst is C(#N)C. The product is [ClH:25].[N:1]1[CH:6]=[CH:5][C:4]([O:7][C:8]2[CH:13]=[CH:12][C:11]([S:14]([Cl:25])(=[O:17])=[O:15])=[CH:10][CH:9]=2)=[CH:3][CH:2]=1. The yield is 1.00.